Task: Predict the reactants needed to synthesize the given product.. Dataset: Full USPTO retrosynthesis dataset with 1.9M reactions from patents (1976-2016) (1) The reactants are: FC(F)(F)[C:3]1[CH:4]=[C:5]([N+:16]([O-])=O)[CH:6]=[CH:7][C:8]=1[S:9][C:10]1[CH:15]=[CH:14]N=CC=1.SC1C=C[N:25]=[CH:24][CH:23]=1.FC1C=CC([N+]([O-])=O)=CC=1C(F)(F)F.C(=O)([O-])[O-].[K+].[K+]. Given the product [N:25]1[CH:24]=[CH:23][CH:14]=[CH:15][C:10]=1[S:9][C:8]1[CH:3]=[CH:4][C:5]([NH2:16])=[CH:6][CH:7]=1, predict the reactants needed to synthesize it. (2) Given the product [NH2:23][C:21]1[CH:20]=[N:19][N:18]([C@H:16]([CH3:17])[C@:9]([C:3]2[CH:4]=[CH:5][C:6]([F:8])=[CH:7][C:2]=2[F:1])([OH:26])[CH2:10][N:11]2[CH:15]=[N:14][CH:13]=[N:12]2)[CH:22]=1, predict the reactants needed to synthesize it. The reactants are: [F:1][C:2]1[CH:7]=[C:6]([F:8])[CH:5]=[CH:4][C:3]=1[C@:9]([OH:26])([C@H:16]([N:18]1[CH:22]=[C:21]([N+:23]([O-])=O)[CH:20]=[N:19]1)[CH3:17])[CH2:10][N:11]1[CH:15]=[N:14][CH:13]=[N:12]1.